This data is from Full USPTO retrosynthesis dataset with 1.9M reactions from patents (1976-2016). The task is: Predict the reactants needed to synthesize the given product. (1) Given the product [O:36]1[CH:40]2[O:41][CH2:42][CH2:43][CH:39]2[CH:38]([O:44][C:45](=[O:46])[NH:28][CH:9]([CH2:2][C:3]2[CH:4]=[CH:5][CH:6]=[CH:7][CH:8]=2)[CH:10]([OH:27])[CH2:11][N:12]([C:17]([O:19][CH2:20][C:21]2[CH:22]=[CH:23][CH:24]=[CH:25][CH:26]=2)=[O:18])[CH2:13][CH:14]([CH3:16])[CH3:15])[CH2:37]1, predict the reactants needed to synthesize it. The reactants are: [Cl-].[CH2:2]([CH:9]([NH3+:28])[CH:10]([OH:27])[CH2:11][N:12]([C:17]([O:19][CH2:20][C:21]1[CH:26]=[CH:25][CH:24]=[CH:23][CH:22]=1)=[O:18])[CH2:13][CH:14]([CH3:16])[CH3:15])[C:3]1[CH:8]=[CH:7][CH:6]=[CH:5][CH:4]=1.C(N(CC)CC)C.[O:36]1[CH:40]2[O:41][CH2:42][CH2:43][CH:39]2[CH:38]([O:44][C:45](=O)[O:46]N2C(=O)CCC2=O)[CH2:37]1. (2) Given the product [F:1][C:2]1[CH:22]=[CH:21][C:5]([CH2:6][N:7]2[C:11](=[O:12])[N:10]([C:13]3[S:14][C:15]([C:19]4[N:23]=[N:24][NH:25][N:20]=4)=[C:16]([CH3:18])[N:17]=3)[CH:9]=[N:8]2)=[CH:4][CH:3]=1, predict the reactants needed to synthesize it. The reactants are: [F:1][C:2]1[CH:22]=[CH:21][C:5]([CH2:6][N:7]2[C:11](=[O:12])[N:10]([C:13]3[S:14][C:15]([C:19]#[N:20])=[C:16]([CH3:18])[N:17]=3)[CH:9]=[N:8]2)=[CH:4][CH:3]=1.[N-:23]=[N+:24]=[N-:25].[Na+].[Cl-].[NH4+]. (3) Given the product [Cl:8][C:4]1[CH:3]=[C:2]([NH:1][C:42](=[O:43])[C:41]2[CH:45]=[C:37]([CH2:36][C:30]3[C:31](=[O:35])[C:32]([O:33][CH3:34])=[C:27]([O:26][CH3:25])[C:28](=[O:51])[C:29]=3[CH3:50])[CH:38]=[CH:39][C:40]=2[O:46][C:47](=[O:49])[CH3:48])[CH:7]=[CH:6][N:5]=1, predict the reactants needed to synthesize it. The reactants are: [NH2:1][C:2]1[CH:7]=[CH:6][N:5]=[C:4]([Cl:8])[CH:3]=1.C(N(CC)CC)C.[Cl-].ClC1N(C)CC[NH+]1C.[CH3:25][O:26][C:27]1[C:28](=[O:51])[C:29]([CH3:50])=[C:30]([CH2:36][C:37]2[CH:38]=[CH:39][C:40]([O:46][C:47](=[O:49])[CH3:48])=[C:41]([CH:45]=2)[C:42](O)=[O:43])[C:31](=[O:35])[C:32]=1[O:33][CH3:34]. (4) Given the product [CH2:24]([O:27][C:28]1[C:33]([C:34]([CH3:35])([CH3:36])[CH3:37])=[CH:32][C:31]([CH3:38])=[CH:30][C:29]=1[Si:39]([CH:10]1[C:9]2[CH:8]=[C:7]([C:3]([CH3:6])([CH3:5])[CH3:4])[CH:19]=[CH:18][C:17]=2[C:16]2[C:11]1=[CH:12][C:13]([C:20]([CH3:23])([CH3:22])[CH3:21])=[CH:14][CH:15]=2)([CH3:40])[CH3:41])[CH:25]=[CH2:26], predict the reactants needed to synthesize it. The reactants are: [H-].[K+].[C:3]([C:7]1[CH:19]=[CH:18][C:17]2[C:16]3[C:11](=[CH:12][C:13]([C:20]([CH3:23])([CH3:22])[CH3:21])=[CH:14][CH:15]=3)[CH2:10][C:9]=2[CH:8]=1)([CH3:6])([CH3:5])[CH3:4].[CH2:24]([O:27][C:28]1[C:33]([C:34]([CH3:37])([CH3:36])[CH3:35])=[CH:32][C:31]([CH3:38])=[CH:30][C:29]=1[Si:39](Cl)([CH3:41])[CH3:40])[CH:25]=[CH2:26].C(=O)([O-])O.[Na+].C(=O)([O-])[O-].[Na+].[Na+]. (5) The reactants are: [C:1]([C:5]1[N:10]=[C:9]([N:11]2[CH2:16][CH2:15][N:14]([CH2:17][CH2:18][CH2:19][CH2:20][NH2:21])[CH2:13][CH2:12]2)[CH:8]=[C:7]([C:22]([F:25])([F:24])[F:23])[N:6]=1)([CH3:4])([CH3:3])[CH3:2].C1N=CN([C:31](N2C=NC=C2)=[O:32])C=1.[CH:38]1([N:44]2[CH2:49][CH2:48][NH:47][CH2:46][CH2:45]2)[CH2:43][CH2:42][CH2:41][CH2:40][CH2:39]1. Given the product [C:1]([C:5]1[N:10]=[C:9]([N:11]2[CH2:16][CH2:15][N:14]([CH2:17][CH2:18][CH2:19][CH2:20][NH:21][C:31]([N:47]3[CH2:48][CH2:49][N:44]([CH:38]4[CH2:43][CH2:42][CH2:41][CH2:40][CH2:39]4)[CH2:45][CH2:46]3)=[O:32])[CH2:13][CH2:12]2)[CH:8]=[C:7]([C:22]([F:24])([F:25])[F:23])[N:6]=1)([CH3:4])([CH3:2])[CH3:3], predict the reactants needed to synthesize it.